Dataset: Reaction yield outcomes from USPTO patents with 853,638 reactions. Task: Predict the reaction yield, written as a fraction of the theoretical maximum amount of product (1.0 means a 100% yield; for example, 0.34 means a 34% yield). (1) The reactants are [CH2:1]([O:8][CH2:9][C@H:10]([CH:26]([CH3:28])[CH3:27])[CH2:11][C@H:12]([NH:18][C:19]([O:21][C:22]([CH3:25])([CH3:24])[CH3:23])=[O:20])[C:13](OCC)=[O:14])[C:2]1[CH:7]=[CH:6][CH:5]=[CH:4][CH:3]=1.[BH4-].[Na+]. The catalyst is CCO. The product is [CH2:1]([O:8][CH2:9][C@H:10]([CH:26]([CH3:28])[CH3:27])[CH2:11][C@H:12]([NH:18][C:19](=[O:20])[O:21][C:22]([CH3:23])([CH3:24])[CH3:25])[CH2:13][OH:14])[C:2]1[CH:3]=[CH:4][CH:5]=[CH:6][CH:7]=1. The yield is 0.970. (2) The reactants are Cl[C:2]1[C:11]2[C:6](=[CH:7][C:8]([O:14][CH3:15])=[C:9]([O:12][CH3:13])[CH:10]=2)[N:5]=[CH:4][CH:3]=1.[Cl:16][C:17]1[C:18]([CH3:32])=[CH:19][C:20]([OH:31])=[C:21]([CH:30]=1)[C:22]([C:24]1[CH:29]=[CH:28][CH:27]=[CH:26][CH:25]=1)=[O:23]. The catalyst is CN(C)C1C=CN=CC=1.ClC1C=CC=CC=1Cl. The product is [Cl:16][C:17]1[C:18]([CH3:32])=[CH:19][C:20]([O:31][C:2]2[C:11]3[C:6](=[CH:7][C:8]([O:14][CH3:15])=[C:9]([O:12][CH3:13])[CH:10]=3)[N:5]=[CH:4][CH:3]=2)=[C:21]([C:22]([C:24]2[CH:29]=[CH:28][CH:27]=[CH:26][CH:25]=2)=[O:23])[CH:30]=1. The yield is 0.900. (3) The reactants are [C:1]([O:5][C:6]([N:8]1[CH2:13][CH2:12][CH:11]([OH:14])[CH2:10][CH2:9]1)=[O:7])([CH3:4])([CH3:3])[CH3:2].[F:15][C:16]([F:28])([F:27])[C:17]1[CH:22]=[C:21]([N+:23]([O-:25])=[O:24])[CH:20]=[CH:19][C:18]=1O.FC(F)(F)C1C=C([N+]([O-])=O)C=CC=1.C1(P(C2C=CC=CC=2)C2C=CC=CC=2)C=CC=CC=1.N(C(OCC)=O)=NC(OCC)=O. The catalyst is ClCCl. The product is [C:1]([O:5][C:6]([N:8]1[CH2:13][CH2:12][CH:11]([O:14][C:18]2[CH:19]=[CH:20][C:21]([N+:23]([O-:25])=[O:24])=[CH:22][C:17]=2[C:16]([F:15])([F:27])[F:28])[CH2:10][CH2:9]1)=[O:7])([CH3:4])([CH3:2])[CH3:3]. The yield is 0.880. (4) The reactants are [CH:1]([N:4]1[C:12]2[C:7](=[CH:8][CH:9]=[CH:10][CH:11]=2)[C:6](=O)[C:5]1=[O:14])([CH3:3])[CH3:2]. The catalyst is O.NN. The product is [CH:1]([N:4]1[C:12]2[C:7](=[CH:8][CH:9]=[CH:10][CH:11]=2)[CH2:6][C:5]1=[O:14])([CH3:3])[CH3:2]. The yield is 0.950. (5) The reactants are C(C1C=C([NH:10][C:11]([NH:13][C:14]2[CH:19]=[CH:18][C:17](Cl)=[CH:16][CH:15]=2)=[O:12])N(C2C=C(C=CC=2)C(OCC)=O)N=1)(C)(C)C.O=S(Cl)Cl. The catalyst is CCl. The product is [C:14]1([NH:13][C:11](=[O:12])[NH2:10])[C:15]2[C:16](=[CH:19][CH:14]=[CH:15][CH:16]=2)[CH:17]=[CH:18][CH:19]=1. The yield is 0.970. (6) The reactants are C(OC([N:8]1[CH2:38][CH2:37][C:11]2([O:15][C:14](=[O:16])[N:13]([CH2:17][C:18]3[CH:23]=[CH:22][C:21]([O:24][CH2:25][CH:26]([CH3:28])[CH3:27])=[CH:20][CH:19]=3)[CH:12]2[CH2:29][C:30]2[CH:35]=[CH:34][C:33]([F:36])=[CH:32][CH:31]=2)[CH2:10][CH2:9]1)=O)(C)(C)C.[NH:39]1[CH2:44][CH2:43][O:42][CH2:41][CH2:40]1.[Cl:45][CH2:46][CH2:47][CH2:48]I.C(=O)([O-])[O-].[K+].[K+].[I-].[Na+]. The catalyst is C(#N)C.CN(C=O)C. The product is [ClH:45].[ClH:45].[F:36][C:33]1[CH:32]=[CH:31][C:30]([CH2:29][CH:12]2[C:11]3([CH2:37][CH2:38][N:8]([CH2:46][CH2:47][CH2:48][N:39]4[CH2:44][CH2:43][O:42][CH2:41][CH2:40]4)[CH2:9][CH2:10]3)[O:15][C:14](=[O:16])[N:13]2[CH2:17][C:18]2[CH:23]=[CH:22][C:21]([O:24][CH2:25][CH:26]([CH3:27])[CH3:28])=[CH:20][CH:19]=2)=[CH:35][CH:34]=1. The yield is 0.400. (7) The reactants are Cl.[CH2:2]([O:4][C:5](=[O:33])[CH2:6][NH:7][CH2:8][C:9]1[CH:14]=[CH:13][CH:12]=[C:11]([CH2:15][O:16][C:17]2[CH:22]=[CH:21][C:20]([C:23]3[CH:28]=[C:27]([F:29])[C:26]([F:30])=[CH:25][C:24]=3[O:31][CH3:32])=[CH:19][CH:18]=2)[CH:10]=1)[CH3:3].[CH3:34][C:35]([CH3:40])([CH3:39])[C:36](Cl)=[O:37].C(N(CC)CC)C. The catalyst is ClCCl. The product is [CH2:2]([O:4][C:5](=[O:33])[CH2:6][N:7]([CH2:8][C:9]1[CH:14]=[CH:13][CH:12]=[C:11]([CH2:15][O:16][C:17]2[CH:18]=[CH:19][C:20]([C:23]3[CH:28]=[C:27]([F:29])[C:26]([F:30])=[CH:25][C:24]=3[O:31][CH3:32])=[CH:21][CH:22]=2)[CH:10]=1)[C:36](=[O:37])[C:35]([CH3:40])([CH3:39])[CH3:34])[CH3:3]. The yield is 0.970. (8) The reactants are [CH2:1]([O:8][C@H:9]1[C@H:14]([O:15][CH2:16][C:17]2[CH:22]=[CH:21][CH:20]=[CH:19][CH:18]=2)[C@@H:13]([O:23][CH2:24][C:25]2[CH:30]=[CH:29][CH:28]=[CH:27][CH:26]=2)[C:12]([C:33]2[CH:38]=[CH:37][C:36]([CH3:39])=[C:35]([CH2:40][C:41]3[CH:50]=[CH:49][C:44]4[O:45][CH2:46][CH2:47][O:48][C:43]=4[CH:42]=3)[CH:34]=2)([O:31][CH3:32])[O:11][C@@H:10]1[CH:51]=[O:52])[C:2]1[CH:7]=[CH:6][CH:5]=[CH:4][CH:3]=1.[CH2:53]=[O:54].[OH-].[K+]. The catalyst is O1CCOCC1. The product is [CH2:1]([O:8][C@H:9]1[C@H:14]([O:15][CH2:16][C:17]2[CH:22]=[CH:21][CH:20]=[CH:19][CH:18]=2)[C@@H:13]([O:23][CH2:24][C:25]2[CH:26]=[CH:27][CH:28]=[CH:29][CH:30]=2)[C:12]([C:33]2[CH:38]=[CH:37][C:36]([CH3:39])=[C:35]([CH2:40][C:41]3[CH:50]=[CH:49][C:44]4[O:45][CH2:46][CH2:47][O:48][C:43]=4[CH:42]=3)[CH:34]=2)([O:31][CH3:32])[O:11][C:10]1([CH2:53][OH:54])[CH2:51][OH:52])[C:2]1[CH:3]=[CH:4][CH:5]=[CH:6][CH:7]=1. The yield is 0.0900.